Predict the reaction yield, written as a fraction of the theoretical maximum amount of product (1.0 means a 100% yield; for example, 0.34 means a 34% yield). From a dataset of Reaction yield outcomes from USPTO patents with 853,638 reactions. (1) The reactants are CCN=C=NCCCN(C)C.Cl.[N:13]1([C:21]([O:23][C:24]([CH3:27])([CH3:26])[CH3:25])=[O:22])[CH2:20][CH2:19][CH2:18][C@H:14]1[C:15]([OH:17])=O.[NH:28]1[CH2:41][CH2:40][CH2:39][C@H:29]1[C:30]([NH:32][C:33]1[CH:38]=[CH:37][CH:36]=[CH:35][CH:34]=1)=[O:31]. The catalyst is C1COCC1. The product is [N:13]1([C:21]([O:23][C:24]([CH3:27])([CH3:26])[CH3:25])=[O:22])[CH2:20][CH2:19][CH2:18][C@H:14]1[C:15]([N:28]1[CH2:41][CH2:40][CH2:39][C@H:29]1[C:30]([NH:32][C:33]1[CH:38]=[CH:37][CH:36]=[CH:35][CH:34]=1)=[O:31])=[O:17]. The yield is 0.736. (2) The reactants are [I:1][C:2]1[C:3]([NH:17]C(=O)OC)=[CH:4][C:5]([NH:8][C:9]([CH3:16])([CH2:11][C:12]([CH3:15])([CH3:14])[CH3:13])[CH3:10])=[N:6][CH:7]=1.[OH-].[K+].C(O)C. The catalyst is O. The product is [I:1][C:2]1[C:3]([NH2:17])=[CH:4][C:5]([NH:8][C:9]([CH3:10])([CH2:11][C:12]([CH3:15])([CH3:14])[CH3:13])[CH3:16])=[N:6][CH:7]=1. The yield is 0.810. (3) The reactants are [CH3:1][O:2][CH2:3][CH2:4][O:5][C:6]1[CH:11]=[C:10]2[C:12]([NH:16][C:17]3[CH:22]=[C:21]([C:23]#[CH:24])[CH:20]=[CH:19][CH:18]=3)=[N:13][CH:14]=[N:15][C:9]2=[CH:8][C:7]=1[O:25][CH2:26][CH2:27][O:28][CH3:29].C1OCOC1.[ClH:35]. No catalyst specified. The product is [CH3:1][O:2][CH2:3][CH2:4][O:5][C:6]1[CH:11]=[C:10]2[C:12]([NH:16][C:17]3[CH:18]=[CH:19][CH:20]=[C:21]([C:23]#[CH:24])[CH:22]=3)=[N:13][CH:14]=[N:15][C:9]2=[CH:8][C:7]=1[O:25][CH2:26][CH2:27][O:28][CH3:29].[ClH:35]. The yield is 0.751.